From a dataset of Catalyst prediction with 721,799 reactions and 888 catalyst types from USPTO. Predict which catalyst facilitates the given reaction. (1) Reactant: [F:1][C:2]1[CH:7]=[C:6]([F:8])[CH:5]=[CH:4][C:3]=1[N:9]1[C:13]([C:14]2[S:23][C:22]3[C:21]4[N:24]=[C:25]([C:28]5[CH:29]=[N:30][C:31](F)=[C:32]([CH3:34])[CH:33]=5)[CH:26]=[CH:27][C:20]=4[O:19][CH2:18][CH2:17][C:16]=3[CH:15]=2)=[N:12][CH:11]=[N:10]1.[CH3:36][N:37]1[CH2:42][CH2:41][NH:40][CH2:39][CH2:38]1. Product: [F:1][C:2]1[CH:7]=[C:6]([F:8])[CH:5]=[CH:4][C:3]=1[N:9]1[C:13]([C:14]2[S:23][C:22]3[C:21]4[N:24]=[C:25]([C:28]5[CH:29]=[N:30][C:31]([N:40]6[CH2:41][CH2:42][N:37]([CH3:36])[CH2:38][CH2:39]6)=[C:32]([CH3:34])[CH:33]=5)[CH:26]=[CH:27][C:20]=4[O:19][CH2:18][CH2:17][C:16]=3[CH:15]=2)=[N:12][CH:11]=[N:10]1. The catalyst class is: 37. (2) Reactant: [C:1]1([N:7]2[C:11]([NH:12][C:13](=[O:21])OC3C=CC=CC=3)=[C:10]3[CH2:22][S:23][CH2:24][C:9]3=[N:8]2)[CH:6]=[CH:5][CH:4]=[CH:3][CH:2]=1.[CH:25]1([C:29]2[CH:34]=[CH:33][C:32]([CH2:35][O:36][CH3:37])=[CH:31][C:30]=2[CH2:38][NH2:39])[CH2:28][CH2:27][CH2:26]1.C(N(C(C)C)C(C)C)C. Product: [CH:25]1([C:29]2[CH:34]=[CH:33][C:32]([CH2:35][O:36][CH3:37])=[CH:31][C:30]=2[CH2:38][NH:39][C:13]([NH:12][C:11]2[N:7]([C:1]3[CH:2]=[CH:3][CH:4]=[CH:5][CH:6]=3)[N:8]=[C:9]3[CH2:24][S:23][CH2:22][C:10]=23)=[O:21])[CH2:26][CH2:27][CH2:28]1. The catalyst class is: 26. (3) Reactant: [O:1]=[C:2]1[C:10]2([C:22]3[C:13](=[CH:14][C:15]4[O:20][CH2:19][CH2:18][O:17][C:16]=4[CH:21]=3)[O:12][CH2:11]2)[C:9]2[C:4](=[CH:5][CH:6]=[CH:7][CH:8]=2)[N:3]1[CH2:23][CH:24]1[CH2:29][CH2:28][N:27](C(OC(C)(C)C)=O)[CH2:26][CH2:25]1.[ClH:37]. The catalyst class is: 5. Product: [ClH:37].[NH:27]1[CH2:28][CH2:29][CH:24]([CH2:23][N:3]2[C:4]3[C:9](=[CH:8][CH:7]=[CH:6][CH:5]=3)[C:10]3([C:22]4[C:13](=[CH:14][C:15]5[O:20][CH2:19][CH2:18][O:17][C:16]=5[CH:21]=4)[O:12][CH2:11]3)[C:2]2=[O:1])[CH2:25][CH2:26]1. (4) Reactant: [H-].[Na+].[CH2:3]([O:5][C:6]([C:8]1[C:9](=[O:20])[NH:10][N:11]=[C:12]([CH2:15][C:16]([CH3:19])([CH3:18])[CH3:17])[C:13]=1[OH:14])=[O:7])[CH3:4].Br[CH2:22][CH2:23][CH:24]([CH3:26])[CH3:25].Cl. Product: [CH2:3]([O:5][C:6]([C:8]1[C:9](=[O:20])[N:10]([CH2:22][CH2:23][CH:24]([CH3:26])[CH3:25])[N:11]=[C:12]([CH2:15][C:16]([CH3:19])([CH3:18])[CH3:17])[C:13]=1[OH:14])=[O:7])[CH3:4]. The catalyst class is: 3. (5) Reactant: [CH3:1][C:2]1[C:3]2[N:4]([N:9]=[C:10]([C:12]3[C:13](=[O:28])[O:14][C:15]4[C:20]([CH:21]=3)=[CH:19][CH:18]=[C:17]([CH:22]3[CH2:27][CH2:26][NH:25][CH2:24][CH2:23]3)[CH:16]=4)[CH:11]=2)[CH:5]=[C:6]([CH3:8])[N:7]=1.[CH:29](=O)[CH3:30].[BH-](OC(C)=O)(OC(C)=O)OC(C)=O.[Na+]. Product: [CH3:1][C:2]1[C:3]2[N:4]([N:9]=[C:10]([C:12]3[C:13](=[O:28])[O:14][C:15]4[C:20]([CH:21]=3)=[CH:19][CH:18]=[C:17]([CH:22]3[CH2:23][CH2:24][N:25]([CH2:29][CH3:30])[CH2:26][CH2:27]3)[CH:16]=4)[CH:11]=2)[CH:5]=[C:6]([CH3:8])[N:7]=1. The catalyst class is: 32. (6) Reactant: [C:1](/[C:3](=[N:9]/[NH:10][C:11]([O:13][C:14]([CH3:17])([CH3:16])[CH3:15])=[O:12])/[C:4]([O:6][CH2:7][CH3:8])=[O:5])#N.[CH2:18]([N:20](CC)CC)C. Product: [NH2:20][C:18]1[N:10]([C:11]([O:13][C:14]([CH3:15])([CH3:16])[CH3:17])=[O:12])[N:9]=[C:3]([C:4]([O:6][CH2:7][CH3:8])=[O:5])[CH:1]=1. The catalyst class is: 10. (7) Reactant: [NH2:1][C:2]1[CH:9]=[CH:8][CH:7]=[C:6]([C:10]#[C:11][CH2:12][Si:13]([CH3:16])([CH3:15])[CH3:14])[C:3]=1[C:4]#[N:5].[NH2:17][S:18](N)(=[O:20])=[O:19]. Product: [S:18]([NH:1][C:2]1[CH:9]=[CH:8][CH:7]=[C:6]([C:10]#[C:11][CH2:12][Si:13]([CH3:14])([CH3:16])[CH3:15])[C:3]=1[C:4]#[N:5])(=[O:20])(=[O:19])[NH2:17]. The catalyst class is: 12. (8) Reactant: [Br:1]Br.[CH2:3]([O:5][C:6]([C:8]1[C:16]2[C:11](=[CH:12][CH:13]=[C:14]([OH:17])[CH:15]=2)[N:10]([CH:18]2[CH2:20][CH2:19]2)[C:9]=1[CH3:21])=[O:7])[CH3:4]. Product: [CH2:3]([O:5][C:6]([C:8]1[C:16]2[C:11](=[CH:12][C:13]([Br:1])=[C:14]([OH:17])[CH:15]=2)[N:10]([CH:18]2[CH2:19][CH2:20]2)[C:9]=1[CH3:21])=[O:7])[CH3:4]. The catalyst class is: 86. (9) Reactant: [CH3:1][C:2]1[CH:10]=[CH:9][CH:8]=[CH:7][C:3]=1[CH2:4][CH2:5][OH:6].C(N(CC)CC)C.[CH3:18][S:19](Cl)(=[O:21])=[O:20].O. Product: [CH3:18][S:19]([O:6][CH2:5][CH2:4][C:3]1[CH:7]=[CH:8][CH:9]=[CH:10][C:2]=1[CH3:1])(=[O:21])=[O:20]. The catalyst class is: 2. (10) Reactant: C(O[C:4](=[O:38])[CH:5]=[C:6]([O:29][C:30]1[CH:35]=[CH:34][CH:33]=[C:32]([Cl:36])[C:31]=1[Cl:37])[CH2:7][NH:8][C@H:9]([C:16](=[O:28])[NH:17][C:18]1[CH:22]=[CH:21][N:20]([CH2:23][C:24]([OH:27])([CH3:26])[CH3:25])[N:19]=1)[CH2:10][C@H:11]([O:13][CH2:14][CH3:15])[CH3:12])C. Product: [OH:27][C:24]([CH3:25])([CH3:26])[CH2:23][N:20]1[CH:21]=[CH:22][C:18]([NH:17][C:16](=[O:28])[C@@H:9]([N:8]2[CH2:7][C:6]([O:29][C:30]3[CH:35]=[CH:34][CH:33]=[C:32]([Cl:36])[C:31]=3[Cl:37])=[CH:5][C:4]2=[O:38])[CH2:10][C@H:11]([O:13][CH2:14][CH3:15])[CH3:12])=[N:19]1. The catalyst class is: 7.